From a dataset of Peptide-MHC class I binding affinity with 185,985 pairs from IEDB/IMGT. Regression. Given a peptide amino acid sequence and an MHC pseudo amino acid sequence, predict their binding affinity value. This is MHC class I binding data. (1) The peptide sequence is NSLRAEDTAVY. The MHC is HLA-A26:01 with pseudo-sequence HLA-A26:01. The binding affinity (normalized) is 0.265. (2) The peptide sequence is YLWWVNNQSL. The MHC is HLA-A02:06 with pseudo-sequence HLA-A02:06. The binding affinity (normalized) is 0.428.